From a dataset of Catalyst prediction with 721,799 reactions and 888 catalyst types from USPTO. Predict which catalyst facilitates the given reaction. (1) Reactant: [F:1][C:2]1[CH:3]=[C:4]([CH:13]([CH3:17])[C:14]([OH:16])=O)[CH:5]=[CH:6][C:7]=1[NH:8][S:9]([CH3:12])(=[O:11])=[O:10].[C:18]([C:22]1[CH:29]=[CH:28][C:25]([CH2:26][NH2:27])=[CH:24][CH:23]=1)([CH3:21])([CH3:20])[CH3:19].C(Cl)CCl. Product: [C:18]([C:22]1[CH:23]=[CH:24][C:25]([CH2:26][NH:27][C:14](=[O:16])[CH:13]([C:4]2[CH:5]=[CH:6][C:7]([NH:8][S:9]([CH3:12])(=[O:10])=[O:11])=[C:2]([F:1])[CH:3]=2)[CH3:17])=[CH:28][CH:29]=1)([CH3:21])([CH3:19])[CH3:20]. The catalyst class is: 2. (2) Reactant: [CH3:1][C:2]1[C:6](/[CH:7]=[CH:8]/[C:9]([OH:11])=[O:10])=[C:5]([N:12]2[C:16]3=[N:17][CH:18]=[CH:19][CH:20]=[C:15]3[CH:14]=[CH:13]2)[NH:4][N:3]=1.C(=O)([O-])[O-].[Na+].[Na+].[C:27](O[C:27]([O:29][C:30]([CH3:33])([CH3:32])[CH3:31])=[O:28])([O:29][C:30]([CH3:33])([CH3:32])[CH3:31])=[O:28].S([O-])(O)(=O)=O.[K+]. Product: [C:30]([O:29][C:27]([N:3]1[C:2]([CH3:1])=[C:6](/[CH:7]=[CH:8]/[C:9]([OH:11])=[O:10])[C:5]([N:12]2[C:16]3=[N:17][CH:18]=[CH:19][CH:20]=[C:15]3[CH:14]=[CH:13]2)=[N:4]1)=[O:28])([CH3:33])([CH3:32])[CH3:31]. The catalyst class is: 132. (3) Reactant: F[C:2]1[CH:9]=[C:8]([F:10])[CH:7]=[CH:6][C:3]=1[C:4]#[N:5].[NH2:11][C@H:12]1[CH2:17][CH2:16][C@H:15]([OH:18])[CH2:14][CH2:13]1.C(N(CC)C(C)C)(C)C.[NH4+].[Cl-]. Product: [F:10][C:8]1[CH:7]=[CH:6][C:3]([C:4]#[N:5])=[C:2]([NH:11][CH:12]2[CH2:17][CH2:16][CH:15]([OH:18])[CH2:14][CH2:13]2)[CH:9]=1. The catalyst class is: 16.